This data is from Peptide-MHC class I binding affinity with 185,985 pairs from IEDB/IMGT. The task is: Regression. Given a peptide amino acid sequence and an MHC pseudo amino acid sequence, predict their binding affinity value. This is MHC class I binding data. The peptide sequence is LTDSSTLLV. The MHC is HLA-B57:01 with pseudo-sequence HLA-B57:01. The binding affinity (normalized) is 0.0847.